Task: Predict the reactants needed to synthesize the given product.. Dataset: Full USPTO retrosynthesis dataset with 1.9M reactions from patents (1976-2016) (1) Given the product [CH:20]1([CH2:19][NH:18][C:9]2[CH:10]=[C:11]([C:14]([F:17])([F:16])[F:15])[CH:12]=[CH:13][C:8]=2[C:4]2[N:5]=[CH:6][N:7]=[C:2]([NH:26][C:27]3[CH:28]=[C:29]4[C:33](=[CH:34][CH:35]=3)[CH2:32][CH:31]([NH2:36])[CH2:30]4)[CH:3]=2)[CH2:25][CH2:24][CH2:23][CH2:22][CH2:21]1, predict the reactants needed to synthesize it. The reactants are: Cl[C:2]1[N:7]=[CH:6][N:5]=[C:4]([C:8]2[CH:13]=[CH:12][C:11]([C:14]([F:17])([F:16])[F:15])=[CH:10][C:9]=2[NH:18][CH2:19][CH:20]2[CH2:25][CH2:24][CH2:23][CH2:22][CH2:21]2)[CH:3]=1.[NH2:26][C:27]1[CH:28]=[C:29]2[C:33](=[CH:34][CH:35]=1)[CH2:32][CH:31]([NH:36]C(=O)OC(C)(C)C)[CH2:30]2. (2) Given the product [OH:1][C:2]12[CH2:10][CH2:9][CH2:8][C:7]1([O:11][C:13](=[O:16])[CH:14]=[CH2:15])[CH:6]1[CH2:12][CH:3]2[CH2:4][CH2:5]1, predict the reactants needed to synthesize it. The reactants are: [OH:1][C:2]12[CH2:10][CH2:9][CH2:8][C:7]1([OH:11])[CH:6]1[CH2:12][CH:3]2[CH2:4][CH2:5]1.[C:13](Cl)(=[O:16])[CH:14]=[CH2:15].C(N(CC)CC)C. (3) Given the product [Br:30][C:27]1[N:28]=[CH:29][C:24]([NH:23][CH2:12][C:11]2[CH:14]=[C:15]([C:18]([F:21])([F:20])[F:19])[CH:16]=[CH:17][C:10]=2[CH:3]([N:4]2[CH2:5][CH2:6][O:7][CH2:8][CH2:9]2)[CH2:2][CH3:1])=[N:25][CH:26]=1, predict the reactants needed to synthesize it. The reactants are: [CH3:1][CH:2](C)[CH:3]([C:10]1[CH:17]=[CH:16][C:15]([C:18]([F:21])([F:20])[F:19])=[CH:14][C:11]=1[CH:12]=O)[N:4]1[CH2:9][CH2:8][O:7][CH2:6][CH2:5]1.[NH2:23][C:24]1[CH:29]=[N:28][C:27]([Br:30])=[CH:26][N:25]=1.[BH4-].[Na+].C(OCC)(=O)C. (4) Given the product [CH:9]1[CH:14]=[CH:13][C:12]([C:18]([OH:20])=[O:19])=[C:11]([C:21]2[C:22]3[CH:27]=[CH:26][C:25]([OH:28])=[CH:24][C:23]=3[O:29][C:30]3[C:31]=2[CH:32]=[CH:33][C:34]([CH:35]=3)=[O:36])[CH:10]=1.[C:16]([NH:1][C@H:2]([C:6]([O-:8])=[O:7])[CH:3]([CH3:5])[CH3:4])(=[S:17])[NH2:15].[NH2:1][C@H:2]([C:6]([OH:8])=[O:7])[CH:3]([CH3:5])[CH3:4], predict the reactants needed to synthesize it. The reactants are: [NH2:1][C@H:2]([C:6]([OH:8])=[O:7])[CH:3]([CH3:5])[CH3:4].[CH:9]1[C:14]([N:15]=[C:16]=[S:17])=[CH:13][C:12]2[C:18]([O:20][C:21]3([C:31]4[CH:32]=[CH:33][C:34]([OH:36])=[CH:35][C:30]=4[O:29][C:23]4[CH:24]=[C:25]([OH:28])[CH:26]=[CH:27][C:22]3=4)[C:11]=2[CH:10]=1)=[O:19]. (5) Given the product [Br:1][C:2]1[C:3]([CH3:11])=[CH:4][C:5]([F:10])=[C:6]([CH:9]=1)[C:7]#[N:12], predict the reactants needed to synthesize it. The reactants are: [Br:1][C:2]1[C:3]([CH3:11])=[CH:4][C:5]([F:10])=[C:6]([CH:9]=1)[CH:7]=O.[NH2:12]OS(O)(=O)=O. (6) Given the product [CH3:24][O:25][C:26]1[CH:27]=[C:28]([CH:31]=[CH:32][CH:33]=1)[CH2:29][NH:30][C:18]([C:12]1[CH:11]=[C:10]2[C:15]([CH:16]=[CH:17][N:8]([CH2:7][C:6]3[CH:5]=[CH:4][C:3]([C:1]#[N:2])=[CH:23][CH:22]=3)[C:9]2=[O:21])=[CH:14][CH:13]=1)=[O:20], predict the reactants needed to synthesize it. The reactants are: [C:1]([C:3]1[CH:23]=[CH:22][C:6]([CH2:7][N:8]2[CH:17]=[CH:16][C:15]3[C:10](=[CH:11][C:12]([C:18]([OH:20])=O)=[CH:13][CH:14]=3)[C:9]2=[O:21])=[CH:5][CH:4]=1)#[N:2].[CH3:24][O:25][C:26]1[CH:27]=[C:28]([CH:31]=[CH:32][CH:33]=1)[CH2:29][NH2:30]. (7) Given the product [CH2:25]([O:24][C:21]1[CH:22]=[CH:23][C:18]([C:14]2[CH2:15][CH2:16][CH:11]([CH:8]3[CH2:9][CH2:10][C:5]4([O:1][CH2:2][CH2:3][O:4]4)[CH2:6][CH2:7]3)[CH2:12][CH:13]=2)=[C:19]([F:28])[C:20]=1[F:27])[CH3:26], predict the reactants needed to synthesize it. The reactants are: [O:1]1[C:5]2([CH2:10][CH2:9][CH:8]([CH:11]3[CH2:16][CH2:15][C:14]([C:18]4[CH:23]=[CH:22][C:21]([O:24][CH2:25][CH3:26])=[C:20]([F:27])[C:19]=4[F:28])(O)[CH2:13][CH2:12]3)[CH2:7][CH2:6]2)[O:4][CH2:3][CH2:2]1.O.C(O)CO.O.C1(C)C=CC(S(O)(=O)=O)=CC=1.